From a dataset of Full USPTO retrosynthesis dataset with 1.9M reactions from patents (1976-2016). Predict the reactants needed to synthesize the given product. (1) Given the product [CH:1]1[C:10]2[C:5](=[CH:6][CH:7]=[CH:8][CH:9]=2)[CH:4]=[CH:3][C:2]=1[CH2:11][CH2:12][C:13]([NH:15][C:16]1[CH:17]=[CH:18][C:19]([C:20]([O:22][CH2:23][CH3:24])=[O:21])=[CH:25][CH:26]=1)=[O:14], predict the reactants needed to synthesize it. The reactants are: [CH:1]1[C:10]2[C:5](=[CH:6][CH:7]=[CH:8][CH:9]=2)[CH:4]=[CH:3][C:2]=1[CH:11]=[CH:12][C:13]([NH:15][C:16]1[CH:26]=[CH:25][C:19]([C:20]([O:22][CH2:23][CH3:24])=[O:21])=[CH:18][CH:17]=1)=[O:14].C1COCC1. (2) Given the product [Br:12][CH2:11][C@H:8]1[CH2:7][C:6]2[CH:5]=[C:4]([F:13])[CH:3]=[C:2]([C:16]3[CH:17]=[CH:18][CH:19]=[CH:20][C:15]=3[Cl:14])[C:10]=2[O:9]1, predict the reactants needed to synthesize it. The reactants are: Br[C:2]1[C:10]2[O:9][CH:8]([CH2:11][Br:12])[CH2:7][C:6]=2[CH:5]=[C:4]([F:13])[CH:3]=1.[Cl:14][C:15]1[CH:20]=[CH:19][CH:18]=[CH:17][C:16]=1B(O)O. (3) The reactants are: [Cl:1][C:2]1[CH:7]=[CH:6][C:5]([CH2:8][CH2:9][CH2:10][NH:11][C:12]2[CH:17]=[CH:16][C:15]([CH3:18])=[C:14]([NH2:19])[CH:13]=2)=[CH:4][CH:3]=1.[C:20]1([C:29](=O)[NH:28][C:26](=[O:27])[NH:25][C:23]1=[O:24])=[N:21]O.O. Given the product [NH2:19][C:14]1[C:15]([CH3:18])=[CH:16][C:17]2[N:21]=[C:20]3[C:29]([N:11]([CH2:10][CH2:9][CH2:8][C:5]4[CH:6]=[CH:7][C:2]([Cl:1])=[CH:3][CH:4]=4)[C:12]=2[CH:13]=1)=[N:28][C:26](=[O:27])[NH:25][C:23]3=[O:24], predict the reactants needed to synthesize it.